Task: Predict which catalyst facilitates the given reaction.. Dataset: Catalyst prediction with 721,799 reactions and 888 catalyst types from USPTO (1) Reactant: [CH2:1]([NH:3][C@@H:4](C)[CH2:5]O)[CH3:2].C(N(C(C)C)C(C)C)C.Br[CH2:18][C:19]([O:21][CH3:22])=[O:20]. Product: [CH3:2][C@@H:1]1[N:3]([CH2:4][CH3:5])[CH2:18][C:19](=[O:20])[O:21][CH2:22]1. The catalyst class is: 93. (2) Reactant: [N:1]([CH2:4][C:5]1[N:6]=[C:7]2[CH:13]=[CH:12][N:11]([S:14]([C:17]3[CH:23]=[CH:22][C:20]([CH3:21])=[CH:19][CH:18]=3)(=[O:16])=[O:15])[C:8]2=[N:9][CH:10]=1)=[N+]=[N-].C1C=CC(P(C2C=CC=CC=2)C2C=CC=CC=2)=CC=1.[ClH:43].CO. Product: [ClH:43].[S:14]([N:11]1[C:8]2=[N:9][CH:10]=[C:5]([CH2:4][NH2:1])[N:6]=[C:7]2[CH:13]=[CH:12]1)([C:17]1[CH:18]=[CH:19][C:20]([CH3:21])=[CH:22][CH:23]=1)(=[O:15])=[O:16]. The catalyst class is: 20. (3) Reactant: [CH3:1][N:2]([CH3:29])[C:3]1([C:23]2[CH:28]=[CH:27][CH:26]=[CH:25][CH:24]=2)[CH2:8][CH2:7][C:6](=[CH:9][C:10]([NH:12][CH2:13][CH2:14][CH2:15][CH2:16][C:17]2[CH:22]=[CH:21][CH:20]=[CH:19][CH:18]=2)=[O:11])[CH2:5][CH2:4]1.[Cl:30][Si](C)(C)C. Product: [ClH:30].[CH3:29][N:2]([CH3:1])[C:3]1([C:23]2[CH:24]=[CH:25][CH:26]=[CH:27][CH:28]=2)[CH2:8][CH2:7][C:6](=[CH:9][C:10]([NH:12][CH2:13][CH2:14][CH2:15][CH2:16][C:17]2[CH:18]=[CH:19][CH:20]=[CH:21][CH:22]=2)=[O:11])[CH2:5][CH2:4]1. The catalyst class is: 573. (4) The catalyst class is: 2. Reactant: [S:1]1[CH:5]=[CH:4][CH:3]=[C:2]1[S:6](Cl)(=[O:8])=[O:7].N1C=CC=CC=1.[CH2:16]1[CH:21]2[CH2:22][C:23]3([NH2:26])[CH2:25][CH:19]([CH2:20]2)[CH2:18][CH:17]1[CH2:24]3. Product: [C:23]12([NH:26][S:6]([C:2]3[S:1][CH:5]=[CH:4][CH:3]=3)(=[O:8])=[O:7])[CH2:24][CH:17]3[CH2:18][CH:19]([CH2:20][CH:21]([CH2:16]3)[CH2:22]1)[CH2:25]2. (5) Reactant: [F:1][C:2]1[CH:7]=[CH:6][C:5]([F:8])=[CH:4][C:3]=1[C@H:9]1[CH2:13][CH2:12][CH2:11][N:10]1[C:14]1[CH:19]=[CH:18][N:17]2[N:20]=[CH:21][C:22]([NH:23][C:24](=[O:29])[C:25]([O:27]C)=[O:26])=[C:16]2[N:15]=1.O[Li].O. Product: [F:1][C:2]1[CH:7]=[CH:6][C:5]([F:8])=[CH:4][C:3]=1[C@H:9]1[CH2:13][CH2:12][CH2:11][N:10]1[C:14]1[CH:19]=[CH:18][N:17]2[N:20]=[CH:21][C:22]([NH:23][C:24](=[O:29])[C:25]([OH:27])=[O:26])=[C:16]2[N:15]=1. The catalyst class is: 87. (6) Reactant: [NH2:1][C:2]1[C:9](Br)=[CH:8][C:7](Br)=[CH:6][C:3]=1[C:4]#[N:5].[CH3:12][O:13][C:14]1[CH:19]=[CH:18][C:17](B(O)O)=[CH:16][CH:15]=1.[F-].[Cs+]. Product: [NH2:1][C:2]1[C:3]([C:4]#[N:5])=[CH:6][C:7]([C:17]2[CH:18]=[CH:19][C:14]([O:13][CH3:12])=[CH:15][CH:16]=2)=[CH:8][C:9]=1[C:17]1[CH:18]=[CH:19][C:14]([O:13][CH3:12])=[CH:15][CH:16]=1. The catalyst class is: 492.